Task: Predict the reaction yield, written as a fraction of the theoretical maximum amount of product (1.0 means a 100% yield; for example, 0.34 means a 34% yield).. Dataset: Reaction yield outcomes from USPTO patents with 853,638 reactions (1) The reactants are [NH2:1][C:2]1[CH:3]=[C:4]([CH:8]([NH:12][C:13]2[CH:18]=[N:17][CH:16]=[C:15]([Cl:19])[N:14]=2)[CH2:9][CH2:10][CH3:11])[CH:5]=[CH:6][CH:7]=1.C(N(CC)CC)C.[C:27](Cl)(=[O:29])[CH3:28]. The catalyst is ClCCl. The product is [Cl:19][C:15]1[N:14]=[C:13]([NH:12][CH:8]([C:4]2[CH:3]=[C:2]([NH:1][C:27](=[O:29])[CH3:28])[CH:7]=[CH:6][CH:5]=2)[CH2:9][CH2:10][CH3:11])[CH:18]=[N:17][CH:16]=1. The yield is 0.820. (2) The product is [ClH:16].[NH2:2][CH2:1][C:3]1[CH:4]=[C:5]([C:12]([O:14][CH2:15][CH3:19])=[O:13])[C:6]([CH:9]([F:11])[F:10])=[N:7][CH:8]=1. The catalyst is [Pd]. The reactants are [C:1]([C:3]1[CH:4]=[C:5]([C:12]([O:14][CH3:15])=[O:13])[C:6]([CH:9]([F:11])[F:10])=[N:7][CH:8]=1)#[N:2].[ClH:16].[H][H].[CH3:19]CO. The yield is 0.960. (3) The reactants are [N+:1]([C:4]1[CH:12]=[CH:11][CH:10]=[C:9]2[C:5]=1[CH:6]=[N:7][NH:8]2)([O-])=O. The catalyst is [Pd].CCO. The product is [NH2:1][C:4]1[CH:12]=[CH:11][CH:10]=[C:9]2[C:5]=1[CH:6]=[N:7][NH:8]2. The yield is 0.700. (4) The reactants are [Br:1][CH2:2][CH2:3][CH2:4][CH2:5][CH2:6]Br.C(O)C.[S:11]([O-:14])([O-:13])=[O:12].[Na+:15].[Na+]. The catalyst is O. The product is [Na+:15].[Br:1][CH2:2][CH2:3][CH2:4][CH2:5][CH2:6][S:11]([O-:14])(=[O:13])=[O:12]. The yield is 0.450. (5) The reactants are Cl.[CH3:2][NH:3][CH3:4].C(=O)([O-])[O-].[K+].[K+].[NH2:11][C:12]1[CH:17]=[CH:16][C:15]([C:18]2[N:23]=[C:22]([N:24]3[CH2:29][CH2:28][O:27][CH2:26][CH2:25]3)[C:21]3=[CH:30][C:31]([C:33](O)=[O:34])=[CH:32][N:20]3[N:19]=2)=[CH:14][CH:13]=1.CN(C(ON1N=NC2C=CC=CC1=2)=[N+](C)C)C.F[P-](F)(F)(F)(F)F.C(N(CC)CC)C. The catalyst is O.CN(C)C=O. The product is [NH2:11][C:12]1[CH:17]=[CH:16][C:15]([C:18]2[N:23]=[C:22]([N:24]3[CH2:29][CH2:28][O:27][CH2:26][CH2:25]3)[C:21]3=[CH:30][C:31]([C:33]([N:3]([CH3:4])[CH3:2])=[O:34])=[CH:32][N:20]3[N:19]=2)=[CH:14][CH:13]=1. The yield is 0.600.